This data is from Hepatocyte clearance measurements from AstraZeneca. The task is: Regression/Classification. Given a drug SMILES string, predict its absorption, distribution, metabolism, or excretion properties. Task type varies by dataset: regression for continuous measurements (e.g., permeability, clearance, half-life) or binary classification for categorical outcomes (e.g., BBB penetration, CYP inhibition). For this dataset (clearance_hepatocyte_az), we predict log10(clearance) (log10 of the in vitro intrinsic clearance, CLint, in uL/min per 10^6 hepatocytes; values are censored to the assay range of 3 to 150, which is 0.477 to 2.18 on this log10 scale). The compound is Cc1ccc(S(=O)(=O)Nc2c(C(=O)NC3CCCCC3C)cnn2-c2ccccc2)cc1. The log10(clearance) is 0.700.